Dataset: Reaction yield outcomes from USPTO patents with 853,638 reactions. Task: Predict the reaction yield, written as a fraction of the theoretical maximum amount of product (1.0 means a 100% yield; for example, 0.34 means a 34% yield). (1) The catalyst is CN(C=O)C. The reactants are Cl[C:2]1[CH:7]=[C:6]([C:8]2[N:12]=[C:11]([C:13]3[N:14]=[C:15]4[C:20]([Cl:21])=[CH:19][C:18]([C:22]([F:25])([F:24])[F:23])=[CH:17][N:16]4[CH:26]=3)[O:10][N:9]=2)[C:5]([Cl:27])=[CH:4][C:3]=1O.[C:29]([O-:32])([O-])=[O:30].[K+].[K+]. The yield is 0.800. The product is [Cl:27][C:5]1[CH:4]=[C:3]([CH:6]([C:8]#[N:9])[CH2:5][C:29]([OH:32])=[O:30])[CH:2]=[CH:7][C:6]=1[C:8]1[N:12]=[C:11]([C:13]2[N:14]=[C:15]3[C:20]([Cl:21])=[CH:19][C:18]([C:22]([F:23])([F:25])[F:24])=[CH:17][N:16]3[CH:26]=2)[O:10][N:9]=1. (2) The catalyst is CO.[Pd]. The reactants are C(OC([NH:11][C@H:12]([CH2:16][O:17][CH:18]([CH3:21])[CH2:19][Cl:20])[C:13]([OH:15])=[O:14])=O)C1C=CC=CC=1. The product is [NH2:11][C@H:12]([CH2:16][O:17][CH:18]([CH3:21])[CH2:19][Cl:20])[C:13]([OH:15])=[O:14]. The yield is 0.960. (3) The reactants are [CH2:1]([NH:3][C:4]1[C:9]([CH:10]=O)=[C:8]([CH3:12])[N:7]=[C:6]([S:13][CH3:14])[N:5]=1)[CH3:2].[C:15]([CH:20]=P(C1C=CC=CC=1)(C1C=CC=CC=1)C1C=CC=CC=1)([O:17][CH2:18][CH3:19])=[O:16]. The catalyst is C1COCC1. The product is [CH2:18]([O:17][C:15](=[O:16])/[CH:20]=[CH:10]/[C:9]1[C:4]([NH:3][CH2:1][CH3:2])=[N:5][C:6]([S:13][CH3:14])=[N:7][C:8]=1[CH3:12])[CH3:19]. The yield is 0.910. (4) The reactants are [OH:1][CH:2]1[CH2:7][CH2:6][NH:5][CH2:4][CH2:3]1.[C:8]([CH2:11][N:12]1[C:21]2[C:16](=[CH:17][CH:18]=[CH:19][CH:20]=2)[CH2:15][CH:14]([NH:22][C:23]([C:25]2[NH:29][C:28]3[S:30][C:31]([Cl:33])=[CH:32][C:27]=3[CH:26]=2)=[O:24])[C:13]1=[O:34])(O)=[O:9].CCN=C=NCCCN(C)C.CN(C=O)C. The catalyst is CN(C)C1C=CN=CC=1.C1COCC1.O. The product is [Cl:33][C:31]1[S:30][C:28]2[NH:29][C:25]([C:23]([NH:22][CH:14]3[CH2:15][C:16]4[C:21](=[CH:20][CH:19]=[CH:18][CH:17]=4)[N:12]([CH2:11][C:8]([N:5]4[CH2:6][CH2:7][CH:2]([OH:1])[CH2:3][CH2:4]4)=[O:9])[C:13]3=[O:34])=[O:24])=[CH:26][C:27]=2[CH:32]=1. The yield is 0.590.